Dataset: Reaction yield outcomes from USPTO patents with 853,638 reactions. Task: Predict the reaction yield, written as a fraction of the theoretical maximum amount of product (1.0 means a 100% yield; for example, 0.34 means a 34% yield). (1) The reactants are [C:1]1([C:7]2[O:11][C:10]([C:12](OCC)=[O:13])=[C:9]([NH:17][C:18]([NH2:20])=[O:19])[CH:8]=2)[CH:6]=[CH:5][CH:4]=[CH:3][CH:2]=1.[OH-].[Na+].Cl. The catalyst is CO. The product is [C:1]1([C:7]2[O:11][C:10]3[C:12]([OH:13])=[N:20][C:18]([OH:19])=[N:17][C:9]=3[CH:8]=2)[CH:6]=[CH:5][CH:4]=[CH:3][CH:2]=1. The yield is 0.760. (2) The reactants are C[O:2][C:3]([C:5]1[N:14]=[C:13]2[N:7]([CH2:8][CH2:9][O:10][C:11]3[CH:18]=[C:17]([Cl:19])[CH:16]=[CH:15][C:12]=32)[N:6]=1)=[O:4].CO.O.[Li+].[OH-]. The catalyst is C1COCC1. The product is [Cl:19][C:17]1[CH:16]=[CH:15][C:12]2[C:13]3[N:7]([N:6]=[C:5]([C:3]([OH:4])=[O:2])[N:14]=3)[CH2:8][CH2:9][O:10][C:11]=2[CH:18]=1. The yield is 0.890. (3) The reactants are [C:1]1([CH3:9])[C:2]([CH:7]=O)=[CH:3][CH:4]=[CH:5][CH:6]=1.C([O-])(=O)C.[NH4+].[N+:15]([CH3:18])([O-:17])=[O:16]. The catalyst is C(O)(=O)C.O. The product is [CH3:9][C:1]1[CH:6]=[CH:5][CH:4]=[CH:3][C:2]=1[CH:7]=[CH:18][N+:15]([O-:17])=[O:16]. The yield is 0.940. (4) The reactants are [F:1][C:2]1[CH:7]=[CH:6][CH:5]=[CH:4][C:3]=1[NH:8][C:9]1[O:13][C:12]([C:14]([NH:16][CH:17]2[CH2:22][CH2:21][NH:20][CH2:19][CH2:18]2)=[O:15])=[N:11][N:10]=1.Cl[C:24]1[N+:29]([O-:30])=[CH:28][C:27]([CH2:31][C:32]([O:34][CH3:35])=[O:33])=[CH:26][CH:25]=1.C(=O)([O-])O.[Na+]. The catalyst is CC(O)(CC)C. The product is [F:1][C:2]1[CH:7]=[CH:6][CH:5]=[CH:4][C:3]=1[NH:8][C:9]1[O:13][C:12]([C:14]([NH:16][CH:17]2[CH2:18][CH2:19][N:20]([C:24]3[N+:29]([O-:30])=[CH:28][C:27]([CH2:31][C:32]([O:34][CH3:35])=[O:33])=[CH:26][CH:25]=3)[CH2:21][CH2:22]2)=[O:15])=[N:11][N:10]=1. The yield is 0.320.